From a dataset of Catalyst prediction with 721,799 reactions and 888 catalyst types from USPTO. Predict which catalyst facilitates the given reaction. (1) Reactant: [O:1]([C:8]1[CH:13]=[CH:12][C:11]([CH2:14][NH:15][C:16](=[O:25])[C:17]2[CH:22]=[CH:21][C:20]([Cl:23])=[N:19][C:18]=2Cl)=[CH:10][CH:9]=1)[C:2]1[CH:7]=[CH:6][CH:5]=[CH:4][CH:3]=1.[NH3:26]. Product: [O:1]([C:8]1[CH:13]=[CH:12][C:11]([CH2:14][NH:15][C:16](=[O:25])[C:17]2[CH:22]=[CH:21][C:20]([Cl:23])=[N:19][C:18]=2[NH2:26])=[CH:10][CH:9]=1)[C:2]1[CH:7]=[CH:6][CH:5]=[CH:4][CH:3]=1. The catalyst class is: 12. (2) Reactant: Cl[C:2]1[N:7]=[C:6]([C:8]2[CH:13]=[CH:12][CH:11]=[CH:10][CH:9]=2)[N:5]=[C:4]([N:14]2[CH2:19][CH2:18][O:17][CH2:16][CH2:15]2)[CH:3]=1.[CH3:20][O:21][C:22]1[CH:27]=[CH:26][CH:25]=[C:24]([NH2:28])[CH:23]=1.Cl.[OH-].[Na+]. Product: [O:17]1[CH2:18][CH2:19][N:14]([C:4]2[N:5]=[C:6]([C:8]3[CH:13]=[CH:12][CH:11]=[CH:10][CH:9]=3)[N:7]=[C:2]([NH:28][C:24]3[CH:25]=[CH:26][CH:27]=[C:22]([O:21][CH3:20])[CH:23]=3)[CH:3]=2)[CH2:15][CH2:16]1. The catalyst class is: 97. (3) Reactant: Cl[Si](C)(C)C.[CH3:6][CH:7]1[C:11](=[O:12])[CH2:10][CH2:9][O:8]1.[Cl-].[NH4+].[C:15](OCC)(=O)C.[O:21]1[CH2:25][CH2:24][CH2:23]C1. Product: [CH3:6][CH:7]1[O:8][CH2:9][CH2:10][C:11]21[O:12][C:25](=[O:21])[C:24](=[CH2:15])[CH2:23]2. The catalyst class is: 401. (4) Product: [C:1]1([C:7]2[C:11]([C:12]3[CH:13]=[CH:14][CH:15]=[CH:16][CH:17]=3)=[C:10]([S:18][CH2:20][C:21]#[N:22])[NH:9][N:8]=2)[CH:2]=[CH:3][CH:4]=[CH:5][CH:6]=1. Reactant: [C:1]1([C:7]2[CH:11]([C:12]3[CH:17]=[CH:16][CH:15]=[CH:14][CH:13]=3)[C:10](=[S:18])[NH:9][N:8]=2)[CH:6]=[CH:5][CH:4]=[CH:3][CH:2]=1.Br[CH2:20][C:21]#[N:22].C([O-])([O-])=O.[K+].[K+].O. The catalyst class is: 3.